Regression. Given two drug SMILES strings and cell line genomic features, predict the synergy score measuring deviation from expected non-interaction effect. From a dataset of NCI-60 drug combinations with 297,098 pairs across 59 cell lines. Drug 1: C1C(C(OC1N2C=NC3=C(N=C(N=C32)Cl)N)CO)O. Drug 2: CC1=C2C(C(=O)C3(C(CC4C(C3C(C(C2(C)C)(CC1OC(=O)C(C(C5=CC=CC=C5)NC(=O)C6=CC=CC=C6)O)O)OC(=O)C7=CC=CC=C7)(CO4)OC(=O)C)O)C)OC(=O)C. Cell line: A498. Synergy scores: CSS=24.5, Synergy_ZIP=-5.34, Synergy_Bliss=-1.84, Synergy_Loewe=-3.32, Synergy_HSA=0.0820.